This data is from Forward reaction prediction with 1.9M reactions from USPTO patents (1976-2016). The task is: Predict the product of the given reaction. (1) Given the reactants [Cl:1][C:2]1[CH:10]=[CH:9][C:8]([N:11]2[CH:15]=[CH:14][CH:13]=[CH:12]2)=[CH:7][C:3]=1[C:4](O)=[O:5].ClC(OC(C)C)=O.CC[N:25](C(C)C)C(C)C.N, predict the reaction product. The product is: [Cl:1][C:2]1[CH:10]=[CH:9][C:8]([N:11]2[CH:15]=[CH:14][CH:13]=[CH:12]2)=[CH:7][C:3]=1[C:4]([NH2:25])=[O:5]. (2) Given the reactants [CH3:1][C:2]1([CH3:30])[O:7][CH2:6][C:5]([CH2:20][CH2:21][N:22]2[CH:26]=[CH:25][N:24]=[C:23]2[N+:27]([O-:29])=[O:28])([CH2:8]OS(C2C=CC(C)=CC=2)(=O)=O)[CH2:4][O:3]1.C1N2CCOCCOCCN(CCOCCOCC2)CCOCCOC1.[F-:57].[K+].C(=O)([O-])[O-].[K+].[K+], predict the reaction product. The product is: [CH3:1][C:2]1([CH3:30])[O:7][CH2:6][C:5]([CH2:8][F:57])([CH2:20][CH2:21][N:22]2[CH:26]=[CH:25][N:24]=[C:23]2[N+:27]([O-:29])=[O:28])[CH2:4][O:3]1. (3) Given the reactants [C:1]1([N:7]2[C:12]3[CH:13]=[C:14]([C:17]([NH:19][CH2:20][CH2:21][CH2:22][NH:23][C:24]4[CH:29]=[CH:28][CH:27]=[CH:26][N:25]=4)=[O:18])[CH:15]=[CH:16][C:11]=3[O:10][CH:9]([CH2:30][C:31]([O:33]C)=[O:32])[CH2:8]2)[CH:6]=[CH:5][CH:4]=[CH:3][CH:2]=1.[OH-].[Na+].Cl, predict the reaction product. The product is: [C:1]1([N:7]2[C:12]3[CH:13]=[C:14]([C:17]([NH:19][CH2:20][CH2:21][CH2:22][NH:23][C:24]4[CH:29]=[CH:28][CH:27]=[CH:26][N:25]=4)=[O:18])[CH:15]=[CH:16][C:11]=3[O:10][CH:9]([CH2:30][C:31]([OH:33])=[O:32])[CH2:8]2)[CH:2]=[CH:3][CH:4]=[CH:5][CH:6]=1.